From a dataset of Full USPTO retrosynthesis dataset with 1.9M reactions from patents (1976-2016). Predict the reactants needed to synthesize the given product. (1) Given the product [Cl:33][C:30]([F:31])([F:32])[O:29][C:26]1[CH:27]=[CH:28][C:23]([NH:22][C:20](=[O:21])[C:19]2[CH:34]=[C:35]([I:36])[C:16]([N:4]3[CH2:5][CH:2]([OH:1])[CH2:3]3)=[N:17][CH:18]=2)=[CH:24][CH:25]=1, predict the reactants needed to synthesize it. The reactants are: [OH:1][CH:2]1[CH2:5][NH:4][CH2:3]1.CCN(C(C)C)C(C)C.Cl[C:16]1[C:35]([I:36])=[CH:34][C:19]([C:20]([NH:22][C:23]2[CH:28]=[CH:27][C:26]([O:29][C:30]([Cl:33])([F:32])[F:31])=[CH:25][CH:24]=2)=[O:21])=[CH:18][N:17]=1.CCOC(C)=O. (2) Given the product [F:37][C:28]1[CH:29]=[C:30]([C:33]([F:35])([F:36])[F:34])[CH:31]=[CH:32][C:27]=1[C:24]1[N:23]=[C:22]([CH3:38])[C:21]([CH2:20][O:16][C:13]2[CH:12]=[CH:11][C:10]([CH2:9][CH2:8][CH2:7][CH2:6][N:1]3[CH:5]=[CH:4][N:3]=[N:2]3)=[CH:15][CH:14]=2)=[CH:26][CH:25]=1, predict the reactants needed to synthesize it. The reactants are: [N:1]1([CH2:6][CH2:7][CH2:8][CH2:9][C:10]2[CH:15]=[CH:14][C:13]([OH:16])=[CH:12][CH:11]=2)[CH:5]=[CH:4][N:3]=[N:2]1.[H-].[Na+].Cl[CH2:20][C:21]1[C:22]([CH3:38])=[N:23][C:24]([C:27]2[CH:32]=[CH:31][C:30]([C:33]([F:36])([F:35])[F:34])=[CH:29][C:28]=2[F:37])=[CH:25][CH:26]=1.O. (3) Given the product [Cl:35][C:36]1[N:41]=[C:40]([N:23]2[CH2:24][CH2:25][CH:20]([C:18]([NH:17][CH2:16][C:11]3[CH:12]=[CH:13][CH:14]=[CH:15][C:10]=3[C:9]([F:8])([F:26])[F:27])=[O:19])[CH2:21][CH2:22]2)[CH:39]=[CH:38][N:37]=1, predict the reactants needed to synthesize it. The reactants are: FC(F)(F)C(O)=O.[F:8][C:9]([F:27])([F:26])[C:10]1[CH:15]=[CH:14][CH:13]=[CH:12][C:11]=1[CH2:16][NH:17][C:18]([CH:20]1[CH2:25][CH2:24][NH:23][CH2:22][CH2:21]1)=[O:19].C(N(CC)CC)C.[Cl:35][C:36]1[N:41]=[C:40](Cl)[CH:39]=[CH:38][N:37]=1. (4) Given the product [F:16][C:17]1[CH:22]=[CH:21][CH:20]=[C:19]([F:23])[C:18]=1[O:24][C:7]1[CH:6]=[N:5][N:4]([CH:28]([CH2:29][CH:30]2[CH2:35][CH2:34][O:33][CH2:32][CH2:31]2)[C:27]([OH:26])=[O:37])[C:3](=[O:15])[CH:2]=1, predict the reactants needed to synthesize it. The reactants are: Cl[C:2]1[C:3](=[O:15])[N:4](C2CCCCO2)[N:5]=[CH:6][C:7]=1Cl.[F:16][C:17]1[CH:22]=[CH:21][CH:20]=[C:19]([F:23])[C:18]=1[OH:24].C[O:26][C:27](=[O:37])[CH:28](Br)[CH2:29][CH:30]1[CH2:35][CH2:34][O:33][CH2:32][CH2:31]1.